From a dataset of TCR-epitope binding with 47,182 pairs between 192 epitopes and 23,139 TCRs. Binary Classification. Given a T-cell receptor sequence (or CDR3 region) and an epitope sequence, predict whether binding occurs between them. (1) The epitope is VLAWLYAAV. The TCR CDR3 sequence is CASSLRGESLVNEQFF. Result: 0 (the TCR does not bind to the epitope). (2) The epitope is SEETGTLIV. The TCR CDR3 sequence is CASSQEIGRGASENVLTDTQYF. Result: 0 (the TCR does not bind to the epitope). (3) The epitope is SEVGPEHSLAEY. The TCR CDR3 sequence is CASSQEVSSGGAETQYF. Result: 1 (the TCR binds to the epitope).